This data is from Full USPTO retrosynthesis dataset with 1.9M reactions from patents (1976-2016). The task is: Predict the reactants needed to synthesize the given product. (1) Given the product [CH3:1][C:2]1[CH:11]=[CH:10][C:9]([NH2:12])=[C:8]2[C:3]=1[CH:4]=[CH:5][CH:6]=[N:7]2, predict the reactants needed to synthesize it. The reactants are: [CH3:1][C:2]1[CH:11]=[CH:10][C:9]([N+:12]([O-])=O)=[C:8]2[C:3]=1[CH:4]=[CH:5][CH:6]=[N:7]2.[Sn](Cl)Cl. (2) Given the product [CH2:12]([S:1][C:2]1[N:10]=[CH:9][CH:8]=[CH:7][C:3]=1[C:4]([OH:6])=[O:5])[CH3:13], predict the reactants needed to synthesize it. The reactants are: [SH:1][C:2]1[N:10]=[CH:9][CH:8]=[CH:7][C:3]=1[C:4]([OH:6])=[O:5].Br[CH2:12][CH3:13]. (3) Given the product [N:1]1([CH2:7][CH2:8][O:9][C:10]2[CH:11]=[CH:12][C:13]([O:16][C:43]3[O:46][C:47]4[CH:48]=[CH:36][CH:35]=[CH:34][C:33]=4[N:32]=3)=[CH:14][CH:15]=2)[CH2:2][CH2:3][CH2:4][CH2:5][CH2:6]1, predict the reactants needed to synthesize it. The reactants are: [N:1]1([CH2:7][CH2:8][O:9][C:10]2[CH:15]=[CH:14][C:13]([OH:16])=[CH:12][CH:11]=2)[CH2:6][CH2:5][CH2:4][CH2:3][CH2:2]1.C(OC1C=CC(OCC[N:32]2C[CH2:36][CH2:35][CH2:34][CH2:33]2)=CC=1)C1C=CC=CC=1.C(O)C.[C:43]([O:46][CH2:47][CH3:48])(=O)C. (4) Given the product [CH2:1]([O:8][C@@H:9]1[CH2:13][C@H:12]([O:14][C:15]2[C:20]([F:21])=[CH:19][C:18]([S:22]([NH:25][C:26]3[CH:31]=[CH:30][N:29]=[CH:28][N:27]=3)(=[O:23])=[O:24])=[C:17]([F:43])[CH:16]=2)[C@@H:11]([C:44]2[N:48]([CH3:49])[N:47]=[CH:46][CH:45]=2)[CH2:10]1)[C:2]1[CH:7]=[CH:6][CH:5]=[CH:4][CH:3]=1, predict the reactants needed to synthesize it. The reactants are: [CH2:1]([O:8][C@@H:9]1[CH2:13][C@H:12]([O:14][C:15]2[C:20]([F:21])=[CH:19][C:18]([S:22]([N:25](CC3C=CC(OC)=CC=3OC)[C:26]3[CH:31]=[CH:30][N:29]=[CH:28][N:27]=3)(=[O:24])=[O:23])=[C:17]([F:43])[CH:16]=2)[C@@H:11]([C:44]2[N:48]([CH3:49])[N:47]=[CH:46][CH:45]=2)[CH2:10]1)[C:2]1[CH:7]=[CH:6][CH:5]=[CH:4][CH:3]=1.C([SiH](CC)CC)C.FC(F)(F)C(O)=O.